Task: Predict the product of the given reaction.. Dataset: Forward reaction prediction with 1.9M reactions from USPTO patents (1976-2016) (1) Given the reactants [NH:1]1[CH:8]=[CH:7][C:5](=[O:6])[NH:4][C:2]1=[O:3].C(N(CC)CC)C.FC(F)(F)S(O[Si](C)(C)C)(=O)=O.[Si:28]([O:35][CH2:36][C@@H:37]1[C@@H:44]2[C@@H:40]([O:41][C:42]([CH3:46])([CH3:45])[O:43]2)[CH2:39][S@:38]1=O)([C:31]([CH3:34])([CH3:33])[CH3:32])([CH3:30])[CH3:29], predict the reaction product. The product is: [Si:28]([O:35][CH2:36][C@@H:37]1[C@H:44]2[O:43][C:42]([CH3:46])([CH3:45])[O:41][C@H:40]2[C@H:39]([N:1]2[CH:8]=[CH:7][C:5](=[O:6])[NH:4][C:2]2=[O:3])[S:38]1)([C:31]([CH3:34])([CH3:32])[CH3:33])([CH3:29])[CH3:30]. (2) Given the reactants [CH3:1][CH:2]1[CH2:7][CH2:6][N:5]([CH2:8][CH2:9][CH2:10][C:11]([C:13]2[CH:18]=[CH:17][C:16]([F:19])=[CH:15][CH:14]=2)=[O:12])[CH2:4][CH2:3]1.Cl.CC(C)=O, predict the reaction product. The product is: [CH3:1][CH:2]1[CH2:7][CH2:6][N:5]([CH2:8][CH2:9][CH2:10][C:11]([C:13]2[CH:14]=[CH:15][C:16]([F:19])=[CH:17][CH:18]=2)=[O:12])[CH2:4][CH2:3]1. (3) The product is: [Cl:1][C:2]1[CH:7]=[C:6]([F:8])[CH:5]=[CH:4][C:3]=1[N:9]([CH2:24][O:25][C:26]([NH:28][C@@H:29]([C:34]([OH:36])=[O:35])[CH2:30][CH:31]([CH3:33])[CH3:32])=[O:27])[S:10]([CH:13]1[CH2:18][CH2:17][CH2:16][CH:15]=[C:14]1[C:19]([O:21][CH2:22][CH3:23])=[O:20])(=[O:11])=[O:12]. Given the reactants [Cl:1][C:2]1[CH:7]=[C:6]([F:8])[CH:5]=[CH:4][C:3]=1[N:9]([CH2:24][O:25][C:26]([NH:28][C@@H:29]([C:34]([O:36]CC1C=CC=CC=1)=[O:35])[CH2:30][CH:31]([CH3:33])[CH3:32])=[O:27])[S:10]([CH:13]1[CH2:18][CH2:17][CH2:16][CH:15]=[C:14]1[C:19]([O:21][CH2:22][CH3:23])=[O:20])(=[O:12])=[O:11], predict the reaction product. (4) Given the reactants [F:1][C:2]1[CH:20]=[CH:19][C:5]([O:6][C:7]2[CH:15]=[CH:14][C:13]([N+:16]([O-:18])=[O:17])=[CH:12][C:8]=2[C:9]([OH:11])=[O:10])=[CH:4][CH:3]=1.[CH2:21](OC(=O)C1C=C([N+]([O-])=O)C=CC=1Cl)[CH3:22].FC1C=CC(O)=CC=1, predict the reaction product. The product is: [CH2:21]([O:10][C:9](=[O:11])[C:8]1[CH:12]=[C:13]([N+:16]([O-:18])=[O:17])[CH:14]=[CH:15][C:7]=1[O:6][C:5]1[CH:19]=[CH:20][C:2]([F:1])=[CH:3][CH:4]=1)[CH3:22]. (5) The product is: [Br:10][C:7]1[CH:8]=[CH:9][C:4]([CH2:18][OH:19])=[C:5]([F:12])[C:6]=1[F:11]. Given the reactants N#N.Br[C:4]1[CH:9]=[CH:8][C:7]([Br:10])=[C:6]([F:11])[C:5]=1[F:12].[Li]CCCC.[C:18](=O)=[O:19].S(C)C, predict the reaction product. (6) Given the reactants [NH2:1][C:2]1[CH:7]=[CH:6][CH:5]=[CH:4][C:3]=1[C:8]1[S:9][C:10]2[C:15]([N:16]=1)=[CH:14][C:13]([CH2:17][N:18]1[CH2:23][CH2:22][N:21]([C:24]([O:26][C:27]([CH3:30])([CH3:29])[CH3:28])=[O:25])[CH2:20][CH2:19]1)=[CH:12][N:11]=2.[NH:31]1[C:35]([C:36]2[CH:37]=[C:38]([CH:42]=[CH:43][CH:44]=2)[C:39](O)=[O:40])=[N:34][N:33]=[N:32]1.CN(C(ON1N=NC2C=CC=NC1=2)=[N+](C)C)C.F[P-](F)(F)(F)(F)F.CCN(C(C)C)C(C)C, predict the reaction product. The product is: [NH:34]1[C:35]([C:36]2[CH:37]=[C:38]([CH:42]=[CH:43][CH:44]=2)[C:39]([NH:1][C:2]2[CH:7]=[CH:6][CH:5]=[CH:4][C:3]=2[C:8]2[S:9][C:10]3[C:15]([N:16]=2)=[CH:14][C:13]([CH2:17][N:18]2[CH2:23][CH2:22][N:21]([C:24]([O:26][C:27]([CH3:30])([CH3:29])[CH3:28])=[O:25])[CH2:20][CH2:19]2)=[CH:12][N:11]=3)=[O:40])=[N:31][N:32]=[N:33]1.